This data is from Forward reaction prediction with 1.9M reactions from USPTO patents (1976-2016). The task is: Predict the product of the given reaction. (1) Given the reactants [Br:1][C:2]1[CH:3]=[C:4]([N+:19]([O-])=O)[C:5]([NH:8][CH2:9][C:10]2[CH:15]=[CH:14][C:13]([O:16][CH2:17][CH3:18])=[CH:12][CH:11]=2)=[N:6][CH:7]=1.C(OCC)(=O)C.O1CCCC1.O.O.[Sn](Cl)Cl, predict the reaction product. The product is: [Br:1][C:2]1[CH:3]=[C:4]([NH2:19])[C:5]([NH:8][CH2:9][C:10]2[CH:11]=[CH:12][C:13]([O:16][CH2:17][CH3:18])=[CH:14][CH:15]=2)=[N:6][CH:7]=1. (2) Given the reactants [CH2:1]([O:8][C:9]1[CH:18]=[C:17]2[C:12]([C:13](=[O:51])[C:14]([O:41][CH2:42][P:43](=[O:50])([O:47]CC)[O:44][CH2:45][CH3:46])=[C:15]([C:19]3[CH:24]=[CH:23][C:22]([O:25][CH2:26][C:27]4[CH:32]=[CH:31][CH:30]=[CH:29][CH:28]=4)=[C:21]([O:33][CH2:34][C:35]4[CH:40]=[CH:39][CH:38]=[CH:37][CH:36]=4)[CH:20]=3)[O:16]2)=[CH:11][CH:10]=1)[C:2]1[CH:7]=[CH:6][CH:5]=[CH:4][CH:3]=1.C[Si](Br)(C)C, predict the reaction product. The product is: [CH2:1]([O:8][C:9]1[CH:18]=[C:17]2[C:12]([C:13](=[O:51])[C:14]([O:41][CH2:42][P:43](=[O:47])([OH:50])[O:44][CH2:45][CH3:46])=[C:15]([C:19]3[CH:24]=[CH:23][C:22]([O:25][CH2:26][C:27]4[CH:32]=[CH:31][CH:30]=[CH:29][CH:28]=4)=[C:21]([O:33][CH2:34][C:35]4[CH:36]=[CH:37][CH:38]=[CH:39][CH:40]=4)[CH:20]=3)[O:16]2)=[CH:11][CH:10]=1)[C:2]1[CH:3]=[CH:4][CH:5]=[CH:6][CH:7]=1. (3) Given the reactants Br[C:2]1[C:3]([F:17])=[C:4]([CH:14]=[CH:15][CH:16]=1)[CH2:5][O:6][Si:7]([C:10]([CH3:13])([CH3:12])[CH3:11])([CH3:9])[CH3:8].C([O:25][CH2:26][CH:27]1[CH2:30][NH:29][CH2:28]1)C1C=CC=CC=1.C1C=CC(P(C2C(C3C(P(C4C=CC=CC=4)C4C=CC=CC=4)=CC=C4C=3C=CC=C4)=C3C(C=CC=C3)=CC=2)C2C=CC=CC=2)=CC=1.CC(C)([O-])C.[Na+], predict the reaction product. The product is: [Si:7]([O:6][CH2:5][C:4]1[C:3]([F:17])=[C:2]([N:29]2[CH2:30][CH:27]([CH2:26][OH:25])[CH2:28]2)[CH:16]=[CH:15][CH:14]=1)([C:10]([CH3:13])([CH3:12])[CH3:11])([CH3:9])[CH3:8]. (4) The product is: [CH:1]1([NH:4][C:5]([C:7]2[N:8]=[N:9][N:10]([C:20]3[CH:21]=[CH:22][C:23]([C:26]([NH:28][CH2:29][CH3:30])=[O:27])=[CH:24][CH:25]=3)[C:11]=2[CH2:12][S:13]([C:14]2[CH:19]=[CH:18][CH:17]=[CH:16][CH:15]=2)=[O:39])=[O:6])[CH2:2][CH2:3]1. Given the reactants [CH:1]1([NH:4][C:5]([C:7]2[N:8]=[N:9][N:10]([C:20]3[CH:25]=[CH:24][C:23]([C:26]([NH:28][CH2:29][CH3:30])=[O:27])=[CH:22][CH:21]=3)[C:11]=2[CH2:12][S:13][C:14]2[CH:19]=[CH:18][CH:17]=[CH:16][CH:15]=2)=[O:6])[CH2:3][CH2:2]1.ClC1C=CC=C(C(OO)=[O:39])C=1, predict the reaction product.